This data is from Full USPTO retrosynthesis dataset with 1.9M reactions from patents (1976-2016). The task is: Predict the reactants needed to synthesize the given product. (1) Given the product [F:1][C:2]([F:7])([F:6])[C:3]([OH:5])=[O:4].[CH3:15][O:16][C:17]1[CH:18]=[CH:19][C:20]([CH:35]([N:36]2[CH2:41][CH2:40][NH:39][CH2:38][CH2:37]2)[C:43]#[N:42])=[C:21]2[C:25]=1[N:24]([S:26]([C:29]1[CH:30]=[CH:31][CH:32]=[CH:33][CH:34]=1)(=[O:28])=[O:27])[CH:23]=[CH:22]2, predict the reactants needed to synthesize it. The reactants are: [F:1][C:2]([F:7])([F:6])[C:3]([OH:5])=[O:4].FC(F)(F)C(O)=O.[CH3:15][O:16][C:17]1[CH:18]=[CH:19][C:20]([CH2:35][N:36]2[CH2:41][CH2:40][NH:39][CH2:38][CH2:37]2)=[C:21]2[C:25]=1[N:24]([S:26]([C:29]1[CH:34]=[CH:33][CH:32]=[CH:31][CH:30]=1)(=[O:28])=[O:27])[CH:23]=[CH:22]2.[NH:42]1CCNC[CH2:43]1.C[Si](C#N)(C)C. (2) Given the product [CH3:3][C:4]1([C:9]2[S:13][C:12]([CH2:14][O:15][S:23]([CH3:26])(=[O:25])=[O:24])=[N:11][CH:10]=2)[O:8][CH2:7][CH2:6][O:5]1, predict the reactants needed to synthesize it. The reactants are: N#N.[CH3:3][C:4]1([C:9]2[S:13][C:12]([CH2:14][OH:15])=[N:11][CH:10]=2)[O:8][CH2:7][CH2:6][O:5]1.CCN(CC)CC.[S:23](Cl)([CH3:26])(=[O:25])=[O:24]. (3) Given the product [N:22]1[CH:23]=[CH:24][CH:25]=[CH:26][C:21]=1[C:20]1[C:16]([C:13]2[CH:14]=[CH:15][C:10]3[N:11]([C:7]([C:5]([NH2:1])=[O:4])=[CH:8][N:9]=3)[CH:12]=2)=[C:17]2[CH2:29][CH2:28][CH2:27][N:18]2[N:19]=1, predict the reactants needed to synthesize it. The reactants are: [NH3:1].C([O:4][C:5]([C:7]1[N:11]2[CH:12]=[C:13]([C:16]3[C:20]([C:21]4[CH:26]=[CH:25][CH:24]=[CH:23][N:22]=4)=[N:19][N:18]4[CH2:27][CH2:28][CH2:29][C:17]=34)[CH:14]=[CH:15][C:10]2=[N:9][CH:8]=1)=O)C.ClCCl.CO. (4) Given the product [Cl:7][C:8]1[CH:17]=[C:16]2[C:11]([CH:12]=[C:13]([C:18]([OH:2])=[O:19])[N:14]=[CH:15]2)=[CH:10][N:9]=1, predict the reactants needed to synthesize it. The reactants are: [Mn]([O-])(=O)(=O)=[O:2].[K+].[Cl:7][C:8]1[CH:17]=[C:16]2[C:11]([CH:12]=[C:13]([CH2:18][OH:19])[N:14]=[CH:15]2)=[CH:10][N:9]=1. (5) Given the product [F:8][C:6]1[C:5]([N+:9]([O-:11])=[O:10])=[CH:4][C:3]([CH2:12][C:13]([O:15][CH2:16][CH3:17])=[O:14])=[C:2]([C:23]#[C:22][Si:19]([CH3:21])([CH3:20])[CH3:18])[CH:7]=1, predict the reactants needed to synthesize it. The reactants are: Br[C:2]1[CH:7]=[C:6]([F:8])[C:5]([N+:9]([O-:11])=[O:10])=[CH:4][C:3]=1[CH2:12][C:13]([O:15][CH2:16][CH3:17])=[O:14].[CH3:18][Si:19]([C:22]#[CH:23])([CH3:21])[CH3:20]. (6) Given the product [NH2:1][C:4]1[CH:5]=[C:6]([CH:27]=[CH:28][CH:29]=1)[C:7]([NH:9][CH2:10][C:11]([NH:13][CH:14]([C:21]1[CH:26]=[CH:25][CH:24]=[CH:23][CH:22]=1)[CH2:15][C:16]([O:18][CH2:19][CH3:20])=[O:17])=[O:12])=[O:8], predict the reactants needed to synthesize it. The reactants are: [N+:1]([C:4]1[CH:5]=[C:6]([CH:27]=[CH:28][CH:29]=1)[C:7]([NH:9][CH2:10][C:11]([NH:13][CH:14]([C:21]1[CH:26]=[CH:25][CH:24]=[CH:23][CH:22]=1)[CH2:15][C:16]([O:18][CH2:19][CH3:20])=[O:17])=[O:12])=[O:8])([O-])=O.[Sn](Cl)Cl.C([O-])(O)=O.[Na+].